Regression. Given a peptide amino acid sequence and an MHC pseudo amino acid sequence, predict their binding affinity value. This is MHC class II binding data. From a dataset of Peptide-MHC class II binding affinity with 134,281 pairs from IEDB. The peptide sequence is AQGYQQLSQQMMTAF. The MHC is DRB1_0405 with pseudo-sequence DRB1_0405. The binding affinity (normalized) is 0.447.